Dataset: Full USPTO retrosynthesis dataset with 1.9M reactions from patents (1976-2016). Task: Predict the reactants needed to synthesize the given product. Given the product [ClH:47].[C:33]1([C:30]2[N:29]=[N:28][C:27]([CH2:26][CH:15]([NH:16][S:17]([C:20]3[CH:21]=[N:22][CH:23]=[CH:24][CH:25]=3)(=[O:19])=[O:18])[C:11]3[N:10]=[C:9]([NH:8][CH2:39][C:40]([OH:42])=[O:41])[CH:14]=[CH:13][CH:12]=3)=[CH:32][CH:31]=2)[CH:38]=[CH:37][CH:36]=[CH:35][CH:34]=1, predict the reactants needed to synthesize it. The reactants are: C(OC([N:8]([CH2:39][C:40]([O:42]C(C)(C)C)=[O:41])[C:9]1[CH:14]=[CH:13][CH:12]=[C:11]([CH:15]([CH2:26][C:27]2[N:28]=[N:29][C:30]([C:33]3[CH:38]=[CH:37][CH:36]=[CH:35][CH:34]=3)=[CH:31][CH:32]=2)[NH:16][S:17]([C:20]2[CH:21]=[N:22][CH:23]=[CH:24][CH:25]=2)(=[O:19])=[O:18])[N:10]=1)=O)(C)(C)C.[ClH:47].O1CCOCC1.